Dataset: Catalyst prediction with 721,799 reactions and 888 catalyst types from USPTO. Task: Predict which catalyst facilitates the given reaction. (1) Reactant: Cl[C:2]1[N:7]=[C:6]([C:8]2[CH:17]=[CH:16][C:15]3[C:10](=[CH:11][CH:12]=[CH:13][CH:14]=3)[CH:9]=2)[CH:5]=[CH:4][N:3]=1.Br.Br[CH2:20][CH2:21][CH2:22][NH2:23].C(N(C(C)C)CC)(C)C. Product: [N:23]1([C:2]2[N:7]=[C:6]([C:8]3[CH:17]=[CH:16][C:15]4[C:10](=[CH:11][CH:12]=[CH:13][CH:14]=4)[CH:9]=3)[CH:5]=[CH:4][N:3]=2)[CH2:22][CH2:21][CH2:20]1. The catalyst class is: 32. (2) The catalyst class is: 1. Product: [ClH:18].[CH3:17][C@H:10]1[CH2:9][NH:8][CH2:13][C@@H:12]([CH3:14])[N:11]1[C:15]#[N:16]. Reactant: C(OC([N:8]1[CH2:13][C@H:12]([CH3:14])[N:11]([C:15]#[N:16])[C@H:10]([CH3:17])[CH2:9]1)=O)(C)(C)C.[ClH:18].O1CCOCC1.